Task: Predict the product of the given reaction.. Dataset: Forward reaction prediction with 1.9M reactions from USPTO patents (1976-2016) (1) Given the reactants C([N:8]1[CH2:12][C@H:11]([O:13][Si:14]([C:17]([CH3:20])([CH3:19])[CH3:18])([CH3:16])[CH3:15])[C@H:10](N)[CH2:9]1)C1C=CC=CC=1.C(OC(OC(OC(C)(C)C)=O)=O)(C)(C)C, predict the reaction product. The product is: [C:17]([Si:14]([CH3:16])([CH3:15])[O:13][CH:11]1[CH2:12][NH:8][CH2:9][CH2:10]1)([CH3:20])([CH3:19])[CH3:18]. (2) Given the reactants C(OC([C:6]1[N:7]=[C:8]([C:11]2[CH:16]=[CH:15][C:14]([C:17]#[N:18])=[CH:13][C:12]=2[F:19])[O:9][CH:10]=1)=O)C.[OH-:20].[Na+].[O:22]1[CH2:26]CCC1, predict the reaction product. The product is: [C:17]([C:14]1[CH:15]=[CH:16][C:11]([C:8]2[O:9][C:10]([C:26]([OH:22])=[O:20])=[CH:6][N:7]=2)=[C:12]([F:19])[CH:13]=1)#[N:18]. (3) Given the reactants [Cl:1][C:2]1[CH:3]=[C:4]([CH2:9][C:10]([OH:12])=O)[CH:5]=[C:6]([Cl:8])[CH:7]=1.Cl.[CH2:14]([O:18][C:19](=[O:23])[C@H:20]([CH3:22])[NH2:21])[CH:15]([CH3:17])[CH3:16], predict the reaction product. The product is: [CH2:14]([O:18][C:19](=[O:23])[C@H:20]([CH3:22])[NH:21][C:10](=[O:12])[CH2:9][C:4]1[CH:5]=[C:6]([Cl:8])[CH:7]=[C:2]([Cl:1])[CH:3]=1)[CH:15]([CH3:17])[CH3:16]. (4) Given the reactants C(O[C:4](=[C:11]1[C:19]2[C:14](=[CH:15][CH:16]=[CH:17][CH:18]=2)[NH:13][C:12]1=[O:20])[C:5]1[CH:10]=[CH:9][CH:8]=[CH:7][CH:6]=1)C.[CH3:21][N:22]([CH3:37])[CH2:23][CH2:24][S:25]([N:28]([C:30]1[CH:36]=[CH:35][C:33]([NH2:34])=[CH:32][CH:31]=1)[CH3:29])(=[O:27])=[O:26], predict the reaction product. The product is: [CH3:21][N:22]([CH3:37])[CH2:23][CH2:24][S:25]([N:28]([C:30]1[CH:31]=[CH:32][C:33]([NH:34]/[C:4](=[C:11]2\[C:12](=[O:20])[NH:13][C:14]3[C:19]\2=[CH:18][CH:17]=[CH:16][CH:15]=3)/[C:5]2[CH:6]=[CH:7][CH:8]=[CH:9][CH:10]=2)=[CH:35][CH:36]=1)[CH3:29])(=[O:27])=[O:26].